This data is from Peptide-MHC class II binding affinity with 134,281 pairs from IEDB. The task is: Regression. Given a peptide amino acid sequence and an MHC pseudo amino acid sequence, predict their binding affinity value. This is MHC class II binding data. (1) The peptide sequence is NQFGSVPAVTISCMT. The MHC is DRB1_0901 with pseudo-sequence DRB1_0901. The binding affinity (normalized) is 0.914. (2) The peptide sequence is PEIWHHLSTLIKQPD. The MHC is DRB3_0101 with pseudo-sequence DRB3_0101. The binding affinity (normalized) is 0.207. (3) The peptide sequence is GIDIFASKNFHLQKN. The MHC is HLA-DPA10103-DPB10401 with pseudo-sequence HLA-DPA10103-DPB10401. The binding affinity (normalized) is 0.338. (4) The peptide sequence is MGDDHFWAVRGGGGE. The MHC is HLA-DPA10301-DPB10402 with pseudo-sequence HLA-DPA10301-DPB10402. The binding affinity (normalized) is 0.250.